This data is from Forward reaction prediction with 1.9M reactions from USPTO patents (1976-2016). The task is: Predict the product of the given reaction. (1) Given the reactants C([O:5][C:6]([CH:8]1[CH:12]([C:13]2[CH:18]=[CH:17][CH:16]=[C:15]([Cl:19])[CH:14]=2)[C:11]([C:22]2[CH:27]=[CH:26][C:25]([Cl:28])=[CH:24][C:23]=2[F:29])([C:20]#[N:21])[CH:10]([CH2:30][C:31]([CH3:34])([CH3:33])[CH3:32])[NH:9]1)=[O:7])(C)(C)C.[F:35][C:36]([F:41])([F:40])[C:37]([OH:39])=[O:38], predict the reaction product. The product is: [F:35][C:36]([F:41])([F:40])[C:37]([OH:39])=[O:38].[Cl:28][C:25]1[CH:26]=[CH:27][C:22]([C:11]2([C:20]#[N:21])[CH:10]([CH2:30][C:31]([CH3:34])([CH3:33])[CH3:32])[NH:9][CH:8]([C:6]([OH:7])=[O:5])[CH:12]2[C:13]2[CH:18]=[CH:17][CH:16]=[C:15]([Cl:19])[CH:14]=2)=[C:23]([F:29])[CH:24]=1. (2) Given the reactants [C:1]([C:4]1[CH:5]=[C:6]2[C:10](=[CH:11][CH:12]=1)[N:9]([CH3:13])[C:8]1[N:14]([CH3:26])[C:15](=[O:25])[C:16]([C:18]3[CH:23]=[CH:22][C:21]([Br:24])=[CH:20][CH:19]=3)=[CH:17][C:7]2=1)(=[O:3])[CH3:2].[C:27](OCC)(=[O:33])[C:28]([O:30][CH2:31][CH3:32])=[O:29], predict the reaction product. The product is: [CH2:31]([O:30][C:28](=[O:29])[C:27](=[O:33])[CH2:2][C:1]([C:4]1[CH:5]=[C:6]2[C:10](=[CH:11][CH:12]=1)[N:9]([CH3:13])[C:8]1[N:14]([CH3:26])[C:15](=[O:25])[C:16]([C:18]3[CH:19]=[CH:20][C:21]([Br:24])=[CH:22][CH:23]=3)=[CH:17][C:7]2=1)=[O:3])[CH3:32].